Dataset: Peptide-MHC class II binding affinity with 134,281 pairs from IEDB. Task: Regression. Given a peptide amino acid sequence and an MHC pseudo amino acid sequence, predict their binding affinity value. This is MHC class II binding data. (1) The peptide sequence is PNLYNIRNLHIPEVC. The MHC is DRB1_1101 with pseudo-sequence DRB1_1101. The binding affinity (normalized) is 0.322. (2) The peptide sequence is HFLLRGPFEASWAIK. The MHC is DRB1_0701 with pseudo-sequence DRB1_0701. The binding affinity (normalized) is 0.621. (3) The peptide sequence is EAAFNKAIKESTGGA. The MHC is DRB3_0101 with pseudo-sequence DRB3_0101. The binding affinity (normalized) is 0.0958. (4) The peptide sequence is GAGAAPLSWSKEIYN. The MHC is DRB5_0101 with pseudo-sequence DRB5_0101. The binding affinity (normalized) is 0.259. (5) The peptide sequence is ALTGAMRVTKDTNDN. The MHC is DRB1_0701 with pseudo-sequence DRB1_0701. The binding affinity (normalized) is 0.499. (6) The MHC is DRB3_0101 with pseudo-sequence DRB3_0101. The binding affinity (normalized) is 0.373. The peptide sequence is LDSSDTIWMDIEGPP. (7) The peptide sequence is NVKCKTPTQLAETID. The MHC is DRB1_0802 with pseudo-sequence DRB1_0802. The binding affinity (normalized) is 0.284. (8) The peptide sequence is WGAIWRIDTPDKLTGPFTVR. The MHC is DRB1_0901 with pseudo-sequence DRB1_0901. The binding affinity (normalized) is 0.536. (9) The peptide sequence is APEVKYTVFETALKKAITAM. The MHC is DRB3_0202 with pseudo-sequence DRB3_0202. The binding affinity (normalized) is 0.120.